This data is from Catalyst prediction with 721,799 reactions and 888 catalyst types from USPTO. The task is: Predict which catalyst facilitates the given reaction. (1) Reactant: [CH2:1]([O:8][C:9]1[CH:36]=[CH:35][C:12]([CH2:13][N:14]([CH2:27][CH2:28][C:29]2[CH:34]=[CH:33][CH:32]=[CH:31][N:30]=2)[C:15](=[O:26])[CH2:16][CH2:17][CH2:18][CH2:19][C:20]2[CH:25]=[CH:24][CH:23]=[CH:22][CH:21]=2)=[CH:11][C:10]=1[O:37][CH2:38][C:39]([O:41]C(C)(C)C)=[O:40])[C:2]1[CH:7]=[CH:6][CH:5]=[CH:4][CH:3]=1. Product: [CH2:1]([O:8][C:9]1[CH:36]=[CH:35][C:12]([CH2:13][N:14]([CH2:27][CH2:28][C:29]2[CH:34]=[CH:33][CH:32]=[CH:31][N:30]=2)[C:15](=[O:26])[CH2:16][CH2:17][CH2:18][CH2:19][C:20]2[CH:25]=[CH:24][CH:23]=[CH:22][CH:21]=2)=[CH:11][C:10]=1[O:37][CH2:38][C:39]([OH:41])=[O:40])[C:2]1[CH:3]=[CH:4][CH:5]=[CH:6][CH:7]=1. The catalyst class is: 157. (2) Reactant: Cl[C:2]1[C:11]([CH:12]=[O:13])=[CH:10][C:9]2[CH:8]=[C:7]3[O:14][CH2:15][O:16][C:6]3=[CH:5][C:4]=2[N:3]=1.[CH3:17][NH:18][CH3:19]. Product: [CH3:17][N:18]([CH3:19])[C:2]1[C:11]([CH:12]=[O:13])=[CH:10][C:9]2[CH:8]=[C:7]3[O:14][CH2:15][O:16][C:6]3=[CH:5][C:4]=2[N:3]=1. The catalyst class is: 12. (3) Reactant: [CH:1]1([CH2:6][C@H:7]([CH2:25][N:26]([CH:35]=[O:36])[O:27]CC2C=CC=CC=2)[C:8]([N:10]2[C@H:14]([C:15]([NH:17][C:18]3[CH:23]=[CH:22][C:21]([F:24])=[CH:20][N:19]=3)=[O:16])[CH2:13][CH:12]=[N:11]2)=[O:9])[CH2:5][CH2:4][CH2:3][CH2:2]1. Product: [CH:1]1([CH2:6][C@H:7]([CH2:25][N:26]([CH:35]=[O:36])[OH:27])[C:8]([N:10]2[C@H:14]([C:15]([NH:17][C:18]3[CH:23]=[CH:22][C:21]([F:24])=[CH:20][N:19]=3)=[O:16])[CH2:13][CH:12]=[N:11]2)=[O:9])[CH2:2][CH2:3][CH2:4][CH2:5]1. The catalyst class is: 563.